Dataset: Forward reaction prediction with 1.9M reactions from USPTO patents (1976-2016). Task: Predict the product of the given reaction. Given the reactants [NH:1]1[C:9]2[C:4](=[CH:5][CH:6]=[CH:7][C:8]=2[C:10]([OH:12])=O)[CH:3]=[CH:2]1.CN(C(ON1N=NC2C=CC=CC1=2)=[N+](C)C)C.[B-](F)(F)(F)F.C(N(CC)C(C)C)(C)C.[C:44]([C:48]1[CH:65]=[CH:64][C:51]([CH2:52][NH:53][CH2:54][CH:55]([C:57]2[CH:62]=[CH:61][C:60]([Cl:63])=[CH:59][CH:58]=2)[OH:56])=[CH:50][CH:49]=1)([CH3:47])([CH3:46])[CH3:45], predict the reaction product. The product is: [C:44]([C:48]1[CH:65]=[CH:64][C:51]([CH2:52][N:53]([CH2:54][CH:55]([C:57]2[CH:58]=[CH:59][C:60]([Cl:63])=[CH:61][CH:62]=2)[OH:56])[C:10]([C:8]2[CH:7]=[CH:6][CH:5]=[C:4]3[C:9]=2[NH:1][CH:2]=[CH:3]3)=[O:12])=[CH:50][CH:49]=1)([CH3:47])([CH3:45])[CH3:46].